From a dataset of Forward reaction prediction with 1.9M reactions from USPTO patents (1976-2016). Predict the product of the given reaction. (1) Given the reactants [CH2:1]([C:3]1[C:4]([NH:25][CH2:26][C@@H:27]([C:38]([O:40]C(C)(C)C)=[O:39])[NH:28][C:29]2[S:30][C:31]3[CH:37]=[CH:36][CH:35]=[CH:34][C:32]=3[N:33]=2)=[N:5][CH:6]=[N:7][C:8]=1[N:9]1[CH2:14][CH2:13][CH:12]([C:15]2[N:24]=[C:23]3[C:18]([CH2:19][CH2:20][CH2:21][NH:22]3)=[CH:17][CH:16]=2)[CH2:11][CH2:10]1)[CH3:2].FC(F)(F)C(O)=O.ClCCl.CO.O.C(O)(=O)C.C1(C)C=CC=CC=1, predict the reaction product. The product is: [CH2:1]([C:3]1[C:4]([NH:25][CH2:26][C@@H:27]([C:38]([OH:40])=[O:39])[NH:28][C:29]2[S:30][C:31]3[CH:37]=[CH:36][CH:35]=[CH:34][C:32]=3[N:33]=2)=[N:5][CH:6]=[N:7][C:8]=1[N:9]1[CH2:10][CH2:11][CH:12]([C:15]2[N:24]=[C:23]3[C:18]([CH2:19][CH2:20][CH2:21][NH:22]3)=[CH:17][CH:16]=2)[CH2:13][CH2:14]1)[CH3:2]. (2) Given the reactants C([O:3][C:4]([C:6]1[CH:7]=[N:8][N:9]([C:11]2[NH:20][C:19](=[O:21])[C:18]3[C:13](=[CH:14][C:15]([Cl:22])=[CH:16][CH:17]=3)[N:12]=2)[CH:10]=1)=[O:5])C.[Li+].[OH-], predict the reaction product. The product is: [Cl:22][C:15]1[CH:14]=[C:13]2[C:18]([C:19](=[O:21])[NH:20][C:11]([N:9]3[CH:10]=[C:6]([C:4]([OH:5])=[O:3])[CH:7]=[N:8]3)=[N:12]2)=[CH:17][CH:16]=1. (3) Given the reactants [OH-].[K+].C[O:4][C:5](=[O:36])[C:6]1[CH:11]=[CH:10][C:9]([NH:12][C:13]([C:15]2[CH:24]=[C:23]3[C:18]([CH2:19][CH2:20][CH2:21][N:22]3[S:25]([C:28]3[CH:33]=[CH:32][CH:31]=[C:30]([F:34])[CH:29]=3)(=[O:27])=[O:26])=[CH:17][CH:16]=2)=[O:14])=[CH:8][C:7]=1[Cl:35], predict the reaction product. The product is: [Cl:35][C:7]1[CH:8]=[C:9]([NH:12][C:13]([C:15]2[CH:24]=[C:23]3[C:18]([CH2:19][CH2:20][CH2:21][N:22]3[S:25]([C:28]3[CH:33]=[CH:32][CH:31]=[C:30]([F:34])[CH:29]=3)(=[O:27])=[O:26])=[CH:17][CH:16]=2)=[O:14])[CH:10]=[CH:11][C:6]=1[C:5]([OH:36])=[O:4]. (4) Given the reactants C[O:2][C:3]([C:5]1[N:10]=[C:9]([NH:11][CH2:12][C:13]2[CH:18]=[CH:17][CH:16]=[CH:15][CH:14]=2)[C:8]2[NH:19][C:20](=[O:29])[N:21]([CH2:22][C:23]3[CH:28]=[CH:27][CH:26]=[CH:25][CH:24]=3)[C:7]=2[CH:6]=1)=O.[CH:30]1([CH2:33][NH2:34])[CH2:32][CH2:31]1, predict the reaction product. The product is: [CH:30]1([CH2:33][NH:34][C:3]([C:5]2[N:10]=[C:9]([NH:11][CH2:12][C:13]3[CH:14]=[CH:15][CH:16]=[CH:17][CH:18]=3)[C:8]3[NH:19][C:20](=[O:29])[N:21]([CH2:22][C:23]4[CH:24]=[CH:25][CH:26]=[CH:27][CH:28]=4)[C:7]=3[CH:6]=2)=[O:2])[CH2:32][CH2:31]1.